Dataset: Full USPTO retrosynthesis dataset with 1.9M reactions from patents (1976-2016). Task: Predict the reactants needed to synthesize the given product. (1) Given the product [CH2:1]([C:3]1[N:4]([S:15]([C:12]2[CH:13]=[CH:14][C:9]([CH3:8])=[CH:10][CH:11]=2)(=[O:17])=[O:16])[CH:5]=[CH:6][CH:7]=1)[CH3:2], predict the reactants needed to synthesize it. The reactants are: [CH2:1]([C:3]1[NH:4][CH:5]=[CH:6][CH:7]=1)[CH3:2].[CH3:8][C:9]1[CH:14]=[CH:13][C:12]([S:15](Cl)(=[O:17])=[O:16])=[CH:11][CH:10]=1.[H-].[Na+]. (2) Given the product [NH2:26][C:25]1[N:24]([CH3:23])[C:28](=[O:31])[C:12]([C:4]2[CH:5]=[CH:6][C:7]([O:8][CH:9]([F:10])[F:11])=[C:2]([Cl:1])[CH:3]=2)([C:13]2[CH:15]=[CH:20][CH:19]=[C:18]([OH:36])[CH:17]=2)[N:27]=1, predict the reactants needed to synthesize it. The reactants are: [Cl:1][C:2]1[CH:3]=[C:4]([C:12](=O)[C:13]([C:15]2[CH:20]=[CH:19][CH:18]=[C:17](O)C=2)=O)[CH:5]=[CH:6][C:7]=1[O:8][CH:9]([F:11])[F:10].[CH3:23][NH:24][C:25]([NH2:27])=[NH:26].[C:28]([O-:31])([O-])=O.[Na+].[Na+].CC[OH:36]. (3) Given the product [F:1][C:2]1[CH:50]=[CH:49][C:5]([CH2:6][S:7][C:8]2[N:13]([CH2:14][C:15]3[N:16]([CH2:28][C:29]4[CH:34]=[CH:33][C:32]([C:35]5[CH:36]=[CH:37][C:38]([C:41]([F:42])([F:43])[F:44])=[CH:39][CH:40]=5)=[CH:31][CH:30]=4)[C:17]([CH2:20][N:21]([CH3:27])[CH2:22][C:23]([OH:25])=[O:24])=[N:18][N:19]=3)[C:12]3[CH2:45][CH2:46][CH2:47][C:11]=3[C:10](=[O:48])[N:9]=2)=[CH:4][CH:3]=1, predict the reactants needed to synthesize it. The reactants are: [F:1][C:2]1[CH:50]=[CH:49][C:5]([CH2:6][S:7][C:8]2[N:13]([CH2:14][C:15]3[N:16]([CH2:28][C:29]4[CH:34]=[CH:33][C:32]([C:35]5[CH:40]=[CH:39][C:38]([C:41]([F:44])([F:43])[F:42])=[CH:37][CH:36]=5)=[CH:31][CH:30]=4)[C:17]([CH2:20][N:21]([CH3:27])[CH2:22][C:23]([O:25]C)=[O:24])=[N:18][N:19]=3)[C:12]3[CH2:45][CH2:46][CH2:47][C:11]=3[C:10](=[O:48])[N:9]=2)=[CH:4][CH:3]=1.CC(O)C.C(Cl)Cl.O.[OH-].[Na+]. (4) The reactants are: [CH2:1]([C:5]1[CH:10]=[CH:9][C:8]([CH:11]([CH3:25])[C:12](=[O:24])[S:13][CH2:14][CH2:15][NH:16]C(OC(C)(C)C)=O)=[CH:7][CH:6]=1)[CH:2]([CH3:4])[CH3:3].[ClH:26]. Given the product [Cl-:26].[CH2:1]([C:5]1[CH:10]=[CH:9][C:8]([CH:11]([CH3:25])[C:12]([S:13][CH2:14][CH2:15][NH3+:16])=[O:24])=[CH:7][CH:6]=1)[CH:2]([CH3:4])[CH3:3], predict the reactants needed to synthesize it. (5) Given the product [C:22]([NH:21][C:12](=[O:14])[C:11]1[CH:15]=[CH:16][C:8]([C:5]#[CH:6])=[C:9]([N+:17]([O-:19])=[O:18])[CH:10]=1)(=[O:33])[C:23]1[CH:28]=[CH:27][CH:26]=[CH:25][CH:24]=1, predict the reactants needed to synthesize it. The reactants are: C[Si]([C:5]#[CH:6])(C)C.I[C:8]1[CH:16]=[CH:15][C:11]([C:12]([OH:14])=O)=[CH:10][C:9]=1[N+:17]([O-:19])=[O:18].C[NH:21][C:22](=[O:33])[C:23]1[CH:28]=[CH:27][C:26](I)=[C:25]([N+]([O-])=O)[CH:24]=1.C[Si](C)(C)CC#C.